Dataset: NCI-60 drug combinations with 297,098 pairs across 59 cell lines. Task: Regression. Given two drug SMILES strings and cell line genomic features, predict the synergy score measuring deviation from expected non-interaction effect. (1) Drug 1: C1CC(=O)NC(=O)C1N2C(=O)C3=CC=CC=C3C2=O. Drug 2: C(CN)CNCCSP(=O)(O)O. Cell line: OVCAR-4. Synergy scores: CSS=1.28, Synergy_ZIP=-1.90, Synergy_Bliss=-2.50, Synergy_Loewe=-5.05, Synergy_HSA=-4.87. (2) Drug 1: C1CN1P(=S)(N2CC2)N3CC3. Drug 2: CC1=C2C(C(=O)C3(C(CC4C(C3C(C(C2(C)C)(CC1OC(=O)C(C(C5=CC=CC=C5)NC(=O)OC(C)(C)C)O)O)OC(=O)C6=CC=CC=C6)(CO4)OC(=O)C)O)C)O. Cell line: HCT116. Synergy scores: CSS=17.6, Synergy_ZIP=1.28, Synergy_Bliss=5.15, Synergy_Loewe=-0.815, Synergy_HSA=-2.51. (3) Drug 1: CNC(=O)C1=CC=CC=C1SC2=CC3=C(C=C2)C(=NN3)C=CC4=CC=CC=N4. Drug 2: C1=CC(=CC=C1CCCC(=O)O)N(CCCl)CCCl. Cell line: MCF7. Synergy scores: CSS=27.9, Synergy_ZIP=0.537, Synergy_Bliss=1.45, Synergy_Loewe=2.26, Synergy_HSA=2.81. (4) Drug 1: CC1C(C(CC(O1)OC2CC(OC(C2O)C)OC3=CC4=CC5=C(C(=O)C(C(C5)C(C(=O)C(C(C)O)O)OC)OC6CC(C(C(O6)C)O)OC7CC(C(C(O7)C)O)OC8CC(C(C(O8)C)O)(C)O)C(=C4C(=C3C)O)O)O)O. Drug 2: CCC1(CC2CC(C3=C(CCN(C2)C1)C4=CC=CC=C4N3)(C5=C(C=C6C(=C5)C78CCN9C7C(C=CC9)(C(C(C8N6C)(C(=O)OC)O)OC(=O)C)CC)OC)C(=O)OC)O.OS(=O)(=O)O. Cell line: EKVX. Synergy scores: CSS=38.2, Synergy_ZIP=-0.253, Synergy_Bliss=-0.919, Synergy_Loewe=-0.497, Synergy_HSA=-1.24. (5) Drug 1: C1=C(C(=O)NC(=O)N1)F. Drug 2: CC(C)NC(=O)C1=CC=C(C=C1)CNNC.Cl. Cell line: UACC62. Synergy scores: CSS=38.4, Synergy_ZIP=-3.07, Synergy_Bliss=-7.33, Synergy_Loewe=-12.8, Synergy_HSA=-8.11. (6) Drug 1: CC(C1=C(C=CC(=C1Cl)F)Cl)OC2=C(N=CC(=C2)C3=CN(N=C3)C4CCNCC4)N. Drug 2: CN(C(=O)NC(C=O)C(C(C(CO)O)O)O)N=O. Cell line: LOX IMVI. Synergy scores: CSS=16.3, Synergy_ZIP=-4.58, Synergy_Bliss=-0.795, Synergy_Loewe=1.90, Synergy_HSA=2.09. (7) Drug 1: CS(=O)(=O)OCCCCOS(=O)(=O)C. Drug 2: C(CN)CNCCSP(=O)(O)O. Cell line: BT-549. Synergy scores: CSS=8.12, Synergy_ZIP=-4.58, Synergy_Bliss=-0.329, Synergy_Loewe=-0.678, Synergy_HSA=0.894. (8) Drug 1: CCC(=C(C1=CC=CC=C1)C2=CC=C(C=C2)OCCN(C)C)C3=CC=CC=C3.C(C(=O)O)C(CC(=O)O)(C(=O)O)O. Drug 2: CN1C2=C(C=C(C=C2)N(CCCl)CCCl)N=C1CCCC(=O)O.Cl. Cell line: MOLT-4. Synergy scores: CSS=-3.50, Synergy_ZIP=-1.55, Synergy_Bliss=-4.07, Synergy_Loewe=-6.45, Synergy_HSA=-5.62. (9) Drug 1: C1=CC=C(C=C1)NC(=O)CCCCCCC(=O)NO. Drug 2: CN1C2=C(C=C(C=C2)N(CCCl)CCCl)N=C1CCCC(=O)O.Cl. Cell line: TK-10. Synergy scores: CSS=5.70, Synergy_ZIP=-2.78, Synergy_Bliss=-3.06, Synergy_Loewe=-9.16, Synergy_HSA=-4.23. (10) Drug 1: CC(CN1CC(=O)NC(=O)C1)N2CC(=O)NC(=O)C2. Drug 2: CC(C)CN1C=NC2=C1C3=CC=CC=C3N=C2N. Cell line: NCI-H460. Synergy scores: CSS=31.8, Synergy_ZIP=-1.63, Synergy_Bliss=-2.43, Synergy_Loewe=-2.60, Synergy_HSA=-2.16.